From a dataset of Forward reaction prediction with 1.9M reactions from USPTO patents (1976-2016). Predict the product of the given reaction. (1) The product is: [CH3:25][C:12]1([NH:11][C:9](=[O:10])[O:8][CH2:1][C:2]2[CH:7]=[CH:6][CH:5]=[CH:4][CH:3]=2)[CH2:13][CH2:14][NH:15][CH2:16][CH2:17]1. Given the reactants [CH2:1]([O:8][C:9]([NH:11][C:12]1([CH3:25])[CH2:17][CH2:16][N:15](C(OC(C)(C)C)=O)[CH2:14][CH2:13]1)=[O:10])[C:2]1[CH:7]=[CH:6][CH:5]=[CH:4][CH:3]=1.Cl.O1CCOCC1, predict the reaction product. (2) Given the reactants [CH2:1]([NH:6][N:7]1[CH:11]=[CH:10][CH:9]=[CH:8]1)[CH2:2][CH2:3][CH2:4][CH3:5].[C:12](Cl)(=[O:16])[C:13](Cl)=[O:14], predict the reaction product. The product is: [CH2:1]([N:6]1[C:13](=[O:14])[C:12](=[O:16])[C:11]2=[CH:10][CH:9]=[CH:8][N:7]12)[CH2:2][CH2:3][CH2:4][CH3:5]. (3) Given the reactants Cl.Cl[C:3]1[N:8]=[CH:7][N:6]=[C:5]([NH:9][C:10]2[CH:15]=[CH:14][CH:13]=[C:12]([Cl:16])[CH:11]=2)[CH:4]=1.[CH2:17]([CH2:19][NH2:20])[OH:18].CCN(C(C)C)C(C)C, predict the reaction product. The product is: [Cl:16][C:12]1[CH:11]=[C:10]([NH:9][C:5]2[N:6]=[CH:7][N:8]=[C:3]([NH:20][CH2:19][CH2:17][OH:18])[CH:4]=2)[CH:15]=[CH:14][CH:13]=1. (4) Given the reactants [O:1]1[CH2:6][CH2:5][CH:4]([C:7](Cl)=[O:8])[CH2:3][CH2:2]1.[NH:10]1[CH2:14][CH2:13][C@H:12]([OH:15])[CH2:11]1.CCN(CC)CC, predict the reaction product. The product is: [OH:15][C@H:12]1[CH2:13][CH2:14][N:10]([C:7]([CH:4]2[CH2:5][CH2:6][O:1][CH2:2][CH2:3]2)=[O:8])[CH2:11]1.